Dataset: Forward reaction prediction with 1.9M reactions from USPTO patents (1976-2016). Task: Predict the product of the given reaction. (1) Given the reactants [C:1]([O:5][C:6](=[O:18])[NH:7][C:8]1[CH:13]=[CH:12][C:11]([CH:14]([CH3:16])[CH3:15])=[CH:10][C:9]=1[NH2:17])([CH3:4])([CH3:3])[CH3:2].CC1(C)[O:25][C:24]([C:26]2[CH:27]=[C:28]([CH:31]=[CH:32][CH:33]=2)[C:29]#[N:30])=[CH:23][C:22](=O)[O:21]1, predict the reaction product. The product is: [C:1]([O:5][C:6](=[O:18])[NH:7][C:8]1[CH:13]=[CH:12][C:11]([CH:14]([CH3:15])[CH3:16])=[CH:10][C:9]=1[NH:17][C:22](=[O:21])[CH2:23][C:24]([C:26]1[CH:33]=[CH:32][CH:31]=[C:28]([C:29]#[N:30])[CH:27]=1)=[O:25])([CH3:2])([CH3:4])[CH3:3]. (2) The product is: [OH:31][C:22]1[C:21]([CH:2]2[C:10]3[C:5](=[CH:6][CH:7]=[CH:8][CH:9]=3)[N:4]([CH2:11][C:12]3[CH:13]=[CH:14][C:15]([O:18][CH3:19])=[CH:16][CH:17]=3)[C:3]2=[O:20])=[CH:30][C:25]2[C:26]([CH3:29])=[N:27][O:28][C:24]=2[CH:23]=1. Given the reactants O[C:2]1([C:21]2[C:22]([OH:31])=[CH:23][C:24]3[O:28][N:27]=[C:26]([CH3:29])[C:25]=3[CH:30]=2)[C:10]2[C:5](=[CH:6][CH:7]=[CH:8][CH:9]=2)[N:4]([CH2:11][C:12]2[CH:17]=[CH:16][C:15]([O:18][CH3:19])=[CH:14][CH:13]=2)[C:3]1=[O:20].C([SiH](CC)CC)C.FC(F)(F)C(O)=O, predict the reaction product.